Task: Predict the reaction yield, written as a fraction of the theoretical maximum amount of product (1.0 means a 100% yield; for example, 0.34 means a 34% yield).. Dataset: Reaction yield outcomes from USPTO patents with 853,638 reactions The reactants are C([Li])CCC.Br[C:7]1[CH:8]=[C:9]2[C:14](=[CH:15][CH:16]=1)[N:13]=[C:12]([O:17][CH3:18])[CH:11]=[C:10]2[C:19]1[CH:24]=[CH:23][CH:22]=[C:21]([Cl:25])[CH:20]=1.[CH2:26]([N:30]1[C:34]([C:35]([C:37]2[CH:42]=[CH:41][C:40]([Cl:43])=[CH:39][CH:38]=2)=[O:36])=[CH:33][N:32]=[CH:31]1)[CH2:27][CH2:28][CH3:29].O. The catalyst is CCCCCC.C1COCC1. The product is [CH2:26]([N:30]1[C:34]([C:35]([C:37]2[CH:38]=[CH:39][C:40]([Cl:43])=[CH:41][CH:42]=2)([C:7]2[CH:8]=[C:9]3[C:14](=[CH:15][CH:16]=2)[N:13]=[C:12]([O:17][CH3:18])[CH:11]=[C:10]3[C:19]2[CH:24]=[CH:23][CH:22]=[C:21]([Cl:25])[CH:20]=2)[OH:36])=[CH:33][N:32]=[CH:31]1)[CH2:27][CH2:28][CH3:29]. The yield is 0.480.